The task is: Predict the product of the given reaction.. This data is from Forward reaction prediction with 1.9M reactions from USPTO patents (1976-2016). (1) The product is: [CH3:18][O:11][C:10](=[O:12])[CH2:9][C:6]1[CH:5]=[CH:4][C:3]([S:2][CH3:1])=[CH:8][CH:7]=1. Given the reactants [CH3:1][S:2][C:3]1[CH:8]=[CH:7][C:6]([CH2:9][C:10]([OH:12])=[O:11])=[CH:5][CH:4]=1.S(=O)(=O)(O)O.[CH3:18]O, predict the reaction product. (2) Given the reactants [CH:1]1([N:6]2[CH2:12][C:11]([F:14])([F:13])[C:10](=[O:15])[N:9]([CH3:16])[C:8]3[CH:17]=[N:18][C:19]([NH:21][C:22]4[CH:30]=[CH:29][C:25]([C:26](O)=[O:27])=[CH:24][C:23]=4[O:31][CH2:32][CH3:33])=[N:20][C:7]2=3)[CH2:5][CH2:4][CH2:3][CH2:2]1.ON1C2C=CC=CC=2N=N1.F[P-](F)(F)(F)(F)F.CN(C(N(C)C)=[N+]1C2C=CC=CC=2[N+]([O-])=N1)C.C(N(C(C)C)CC)(C)C.[NH2:77][CH:78]1[CH2:83][CH2:82][O:81][CH2:80][CH2:79]1, predict the reaction product. The product is: [CH:1]1([N:6]2[CH2:12][C:11]([F:14])([F:13])[C:10](=[O:15])[N:9]([CH3:16])[C:8]3[CH:17]=[N:18][C:19]([NH:21][C:22]4[CH:30]=[CH:29][C:25]([C:26]([NH:77][CH:78]5[CH2:83][CH2:82][O:81][CH2:80][CH2:79]5)=[O:27])=[CH:24][C:23]=4[O:31][CH2:32][CH3:33])=[N:20][C:7]2=3)[CH2:5][CH2:4][CH2:3][CH2:2]1. (3) Given the reactants [C:1]([O:5][C:6]([NH:8][C@H:9]([CH2:13][C:14]#[CH:15])[C:10](O)=O)=[O:7])([CH3:4])([CH3:3])[CH3:2].[NH2:16][C:17]1[CH:25]=[C:24]([Cl:26])[CH:23]=[CH:22][C:18]=1[C:19]([OH:21])=O.P(OC1C=CC=CC=1)(OC1C=CC=CC=1)OC1C=CC=CC=1.[C:49]1([NH:55][NH2:56])[CH:54]=[CH:53][CH:52]=[CH:51][CH:50]=1, predict the reaction product. The product is: [C:1]([O:5][C:6](=[O:7])[NH:8][C@@H:9]([C:10]1[N:56]([NH:55][C:49]2[CH:54]=[CH:53][CH:52]=[CH:51][CH:50]=2)[C:19](=[O:21])[C:18]2[C:17](=[CH:25][C:24]([Cl:26])=[CH:23][CH:22]=2)[N:16]=1)[CH2:13][C:14]#[CH:15])([CH3:4])([CH3:3])[CH3:2].